From a dataset of Catalyst prediction with 721,799 reactions and 888 catalyst types from USPTO. Predict which catalyst facilitates the given reaction. (1) Reactant: [C:1]([C:5]1[CH:9]=[C:8]([NH:10][C:11]([NH:13][C@@H:14]2[C:23]3[C:18](=[CH:19][CH:20]=[CH:21][CH:22]=3)[C@H:17]([O:24][C:25]3[CH:26]=[CH:27][C:28]4[N:29]([C:31]([N:34]5[CH2:39][CH2:38][CH2:37][CH2:36][C@@H:35]5[CH3:40])=[N:32][N:33]=4)[CH:30]=3)[CH2:16][CH2:15]2)=[O:12])[N:7]([C:41]2[CH:42]=[C:43]([CH:52]=[CH:53][CH:54]=2)[O:44][C@@H:45]([CH3:51])[CH2:46][NH:47][C:48](N)=[O:49])[N:6]=1)([CH3:4])([CH3:3])[CH3:2].[CH3:55]S(O)(=O)=[O:57].CNC. Product: [CH:48]([OH:49])=[O:57].[C:1]([C:5]1[CH:9]=[C:8]([NH:10][C:11]([NH:13][C@@H:14]2[C:23]3[C:18](=[CH:19][CH:20]=[CH:21][CH:22]=3)[C@H:17]([O:24][C:25]3[CH:26]=[CH:27][C:28]4[N:29]([C:31]([N:34]5[CH2:39][CH2:38][CH2:37][CH2:36][C@@H:35]5[CH3:40])=[N:32][N:33]=4)[CH:30]=3)[CH2:16][CH2:15]2)=[O:12])[N:7]([C:41]2[CH:54]=[CH:53][CH:52]=[C:43]([O:44][C@@H:45]([CH3:51])[CH2:46][N:47]([CH3:48])[CH3:55])[CH:42]=2)[N:6]=1)([CH3:2])([CH3:3])[CH3:4]. The catalyst class is: 1. (2) Reactant: [S:1]1[CH:5]=[CH:4][CH:3]=[CH:2]1.C([Li])CCC.Br[CH2:12][CH:13]([CH2:18][CH3:19])[CH2:14][CH2:15][CH2:16][CH3:17]. Product: [CH2:18]([CH:13]([CH2:14][CH2:15][CH2:16][CH3:17])[CH2:12][C:2]1[S:1][CH:5]=[CH:4][CH:3]=1)[CH3:19]. The catalyst class is: 6. (3) Reactant: [F:1][C:2]1[CH:3]=[C:4]([C:14]([O:16][CH3:17])=[O:15])[C:5]2[O:9][C:8]([CH2:10][CH2:11][OH:12])=[CH:7][C:6]=2[CH:13]=1.[H-].[Na+].I[CH3:21]. Product: [F:1][C:2]1[CH:3]=[C:4]([C:14]([O:16][CH3:17])=[O:15])[C:5]2[O:9][C:8]([CH2:10][CH2:11][O:12][CH3:21])=[CH:7][C:6]=2[CH:13]=1. The catalyst class is: 9. (4) Reactant: C[Si]([N-][Si](C)(C)C)(C)C.[Na+].CO[C:13]([C:15]1[C:16]2[CH:17]=[CH:18][NH:19][C:20]=2[CH:21]=[CH:22][CH:23]=1)=[O:14].[C:24]([N:32]1[CH2:37][CH2:36][N:35]([CH2:38]C#N)[CH2:34][CH2:33]1)(=[O:31])[C:25]1[CH:30]=[CH:29][CH:28]=[CH:27][CH:26]=1.C1C=C(Cl)C=C(C(OO)=[O:49])C=1. Product: [C:24]([N:32]1[CH2:37][CH2:36][N:35]([C:38](=[O:49])[C:13]([C:15]2[CH:23]=[CH:22][CH:21]=[C:20]3[C:16]=2[CH:17]=[CH:18][NH:19]3)=[O:14])[CH2:34][CH2:33]1)(=[O:31])[C:25]1[CH:30]=[CH:29][CH:28]=[CH:27][CH:26]=1. The catalyst class is: 1.